From a dataset of NCI-60 drug combinations with 297,098 pairs across 59 cell lines. Regression. Given two drug SMILES strings and cell line genomic features, predict the synergy score measuring deviation from expected non-interaction effect. (1) Drug 1: C1=CC=C(C(=C1)C(C2=CC=C(C=C2)Cl)C(Cl)Cl)Cl. Drug 2: C1C(C(OC1N2C=NC3=C2NC=NCC3O)CO)O. Cell line: MDA-MB-231. Synergy scores: CSS=5.66, Synergy_ZIP=-1.34, Synergy_Bliss=-0.00513, Synergy_Loewe=2.17, Synergy_HSA=1.34. (2) Drug 1: C1=NC2=C(N1)C(=S)N=C(N2)N. Drug 2: CNC(=O)C1=NC=CC(=C1)OC2=CC=C(C=C2)NC(=O)NC3=CC(=C(C=C3)Cl)C(F)(F)F. Cell line: HCT-15. Synergy scores: CSS=45.7, Synergy_ZIP=3.21, Synergy_Bliss=4.52, Synergy_Loewe=-6.84, Synergy_HSA=6.24. (3) Drug 1: CN(C)C1=NC(=NC(=N1)N(C)C)N(C)C. Drug 2: C1CN1P(=S)(N2CC2)N3CC3. Cell line: NCI-H522. Synergy scores: CSS=5.51, Synergy_ZIP=-3.48, Synergy_Bliss=-4.18, Synergy_Loewe=-16.0, Synergy_HSA=-7.25. (4) Drug 1: CC1CCC2CC(C(=CC=CC=CC(CC(C(=O)C(C(C(=CC(C(=O)CC(OC(=O)C3CCCCN3C(=O)C(=O)C1(O2)O)C(C)CC4CCC(C(C4)OC)OP(=O)(C)C)C)C)O)OC)C)C)C)OC. Drug 2: CCC1=C2N=C(C=C(N2N=C1)NCC3=C[N+](=CC=C3)[O-])N4CCCCC4CCO. Cell line: SW-620. Synergy scores: CSS=44.9, Synergy_ZIP=-2.93, Synergy_Bliss=0.287, Synergy_Loewe=-2.00, Synergy_HSA=0.251. (5) Drug 1: C1=NC2=C(N=C(N=C2N1C3C(C(C(O3)CO)O)F)Cl)N. Drug 2: C(CN)CNCCSP(=O)(O)O. Cell line: HT29. Synergy scores: CSS=-2.95, Synergy_ZIP=1.40, Synergy_Bliss=-3.19, Synergy_Loewe=-4.38, Synergy_HSA=-7.28. (6) Drug 1: C1=NC2=C(N=C(N=C2N1C3C(C(C(O3)CO)O)O)F)N. Drug 2: CC(C)(C#N)C1=CC(=CC(=C1)CN2C=NC=N2)C(C)(C)C#N. Cell line: KM12. Synergy scores: CSS=-6.90, Synergy_ZIP=1.46, Synergy_Bliss=-0.461, Synergy_Loewe=-4.23, Synergy_HSA=-3.29. (7) Drug 1: CN1C(=O)N2C=NC(=C2N=N1)C(=O)N. Drug 2: CC1CCC2CC(C(=CC=CC=CC(CC(C(=O)C(C(C(=CC(C(=O)CC(OC(=O)C3CCCCN3C(=O)C(=O)C1(O2)O)C(C)CC4CCC(C(C4)OC)OCCO)C)C)O)OC)C)C)C)OC. Cell line: HCC-2998. Synergy scores: CSS=4.11, Synergy_ZIP=0.418, Synergy_Bliss=-1.06, Synergy_Loewe=-9.00, Synergy_HSA=-4.94. (8) Drug 1: CC(CN1CC(=O)NC(=O)C1)N2CC(=O)NC(=O)C2. Drug 2: C1C(C(OC1N2C=C(C(=O)NC2=O)F)CO)O. Cell line: HS 578T. Synergy scores: CSS=28.8, Synergy_ZIP=-1.65, Synergy_Bliss=1.35, Synergy_Loewe=1.59, Synergy_HSA=5.28.